Predict which catalyst facilitates the given reaction. From a dataset of Catalyst prediction with 721,799 reactions and 888 catalyst types from USPTO. (1) The catalyst class is: 21. Product: [F:16][C:13]1[CH:14]=[CH:15][C:10]([C:8](=[O:9])[CH2:7][CH2:6][C:2]([OH:3])=[O:1])=[CH:11][C:12]=1[CH3:17]. Reactant: [O:1]1CC[O:3][CH:2]1[CH2:6][CH2:7][CH:8]([C:10]1[CH:15]=[CH:14][C:13]([F:16])=[C:12]([CH3:17])[CH:11]=1)[OH:9].CC(C)=O.OS(O)(=O)=O.O=[Cr](=O)=O.O. (2) Reactant: C([N-]C(C)C)(C)C.[Li+].CN1C(=O)N(C)CCC1.Cl[CH2:19][CH2:20][CH2:21][C:22]1([C:32]([O:34][CH3:35])=[O:33])[CH2:27][CH2:26][CH2:25][CH:24]([C:28]([O:30][CH3:31])=[O:29])[CH2:23]1. Product: [C:24]12([C:28]([O:30][CH3:31])=[O:29])[CH2:23][C:22]([C:32]([O:34][CH3:35])=[O:33])([CH2:27][CH2:26][CH2:25]1)[CH2:21][CH2:20][CH2:19]2. The catalyst class is: 1.